Dataset: Reaction yield outcomes from USPTO patents with 853,638 reactions. Task: Predict the reaction yield, written as a fraction of the theoretical maximum amount of product (1.0 means a 100% yield; for example, 0.34 means a 34% yield). The reactants are [H-].[H-].[H-].[H-].[Li+].[Al+3].[C:7]([Si:11]([CH3:26])([CH3:25])[O:12][C:13]1[CH:21]=[C:20]2[C:16]([CH:17]=[C:18]([C:22](O)=[O:23])[NH:19]2)=[CH:15][CH:14]=1)([CH3:10])([CH3:9])[CH3:8]. The catalyst is C1COCC1. The product is [C:7]([Si:11]([CH3:26])([CH3:25])[O:12][C:13]1[CH:21]=[C:20]2[C:16]([CH:17]=[C:18]([CH2:22][OH:23])[NH:19]2)=[CH:15][CH:14]=1)([CH3:10])([CH3:9])[CH3:8]. The yield is 0.400.